From a dataset of Reaction yield outcomes from USPTO patents with 853,638 reactions. Predict the reaction yield, written as a fraction of the theoretical maximum amount of product (1.0 means a 100% yield; for example, 0.34 means a 34% yield). (1) The reactants are [NH:1]1[CH2:4][CH:3]([NH:5][C:6]2[CH:7]=[CH:8][C:9]3[O:18][CH2:17][CH2:16][C:15]4[CH:14]=[C:13]([C:19]5[N:20]([C:24]6[CH:29]=[CH:28][C:27]([F:30])=[CH:26][C:25]=6[F:31])[N:21]=[CH:22][N:23]=5)[S:12][C:11]=4[C:10]=3[N:32]=2)[CH2:2]1.[CH3:33][S:34](Cl)(=[O:36])=[O:35].CCN(C(C)C)C(C)C.O. The catalyst is C1COCC1. The product is [F:31][C:25]1[CH:26]=[C:27]([F:30])[CH:28]=[CH:29][C:24]=1[N:20]1[C:19]([C:13]2[S:12][C:11]3[C:10]4[N:32]=[C:6]([NH:5][CH:3]5[CH2:4][N:1]([S:34]([CH3:33])(=[O:36])=[O:35])[CH2:2]5)[CH:7]=[CH:8][C:9]=4[O:18][CH2:17][CH2:16][C:15]=3[CH:14]=2)=[N:23][CH:22]=[N:21]1. The yield is 0.110. (2) The reactants are C[Al](C)C.[NH:5]1[CH2:10][CH2:9][S:8](=[O:12])(=[O:11])[CH2:7][CH2:6]1.C[O:14][C:15](=O)[C:16]1[CH:21]=[CH:20][C:19]([O:22][CH2:23][C:24]2[C:25]([C:33]3[CH:38]=[CH:37][C:36]([F:39])=[CH:35][CH:34]=3)=[N:26][O:27][C:28]=2[C:29]([F:32])([F:31])[F:30])=[N:18][CH:17]=1.O. The catalyst is O1CCOCC1. The product is [O:11]=[S:8]1(=[O:12])[CH2:9][CH2:10][N:5]([C:15]([C:16]2[CH:17]=[N:18][C:19]([O:22][CH2:23][C:24]3[C:25]([C:33]4[CH:34]=[CH:35][C:36]([F:39])=[CH:37][CH:38]=4)=[N:26][O:27][C:28]=3[C:29]([F:30])([F:32])[F:31])=[CH:20][CH:21]=2)=[O:14])[CH2:6][CH2:7]1. The yield is 0.250. (3) The reactants are [F:1][C:2]1[CH:11]=[CH:10][CH:9]=[C:8]([CH:12]=C)[C:3]=1[C:4]([O:6][CH3:7])=[O:5].[O:14]=[O+][O-].CSC. The catalyst is ClCCl. The product is [F:1][C:2]1[CH:11]=[CH:10][CH:9]=[C:8]([CH:12]=[O:14])[C:3]=1[C:4]([O:6][CH3:7])=[O:5]. The yield is 0.670. (4) The reactants are [CH2:1]([C:3]1[C:8](=[O:9])[N:7]2[N:10]=[CH:11][C:12]([C:13]#N)=[C:6]2[NH:5][C:4]=1[CH3:15])[CH3:2].[OH2:16]. The catalyst is [Ni].C(O)=O. The product is [CH2:1]([C:3]1[C:8](=[O:9])[N:7]2[N:10]=[CH:11][C:12]([CH:13]=[O:16])=[C:6]2[NH:5][C:4]=1[CH3:15])[CH3:2]. The yield is 0.300. (5) The reactants are [O:1]=[C:2]1[NH:10]/[C:9](=[N:11]\[N:12]=[CH:13][C:14]2[CH:19]=[CH:18][CH:17]=[CH:16][CH:15]=2)/[N:8]([CH2:20][CH2:21][CH2:22][CH2:23][CH3:24])[C:7]2[N:6]=[CH:5][NH:4][C:3]1=2. The catalyst is C(O)(=O)C. The product is [CH2:20]([N:8]1[C:7]2[N:6]=[CH:5][NH:4][C:3]=2[C:2](=[O:1])[N:10]2[C:13]([C:14]3[CH:15]=[CH:16][CH:17]=[CH:18][CH:19]=3)=[N:12][N:11]=[C:9]12)[CH2:21][CH2:22][CH2:23][CH3:24]. The yield is 0.220. (6) The reactants are [CH3:1][C:2]1([CH3:20])[O:7][C:6](=O)[NH:5][C:4]2[CH:9]=[CH:10][C:11]([C:13]3[CH:14]=[C:15]([C:18]#[N:19])[S:16][CH:17]=3)=[CH:12][C:3]1=2.COC1C=CC(P2(SP(C3C=CC(OC)=CC=3)(=S)S2)=[S:30])=CC=1. The catalyst is CC1C=CC=CC=1C. The product is [CH3:1][C:2]1([CH3:20])[O:7][C:6](=[S:30])[NH:5][C:4]2[CH:9]=[CH:10][C:11]([C:13]3[CH:14]=[C:15]([C:18]#[N:19])[S:16][CH:17]=3)=[CH:12][C:3]1=2. The yield is 0.350.